This data is from Catalyst prediction with 721,799 reactions and 888 catalyst types from USPTO. The task is: Predict which catalyst facilitates the given reaction. (1) Reactant: C(OC([N:8]1[C:16]2[C:11](=[CH:12][CH:13]=[C:14]([N+:17]([O-:19])=[O:18])[CH:15]=2)[C:10](I)=[N:9]1)=O)(C)(C)C.[Cl:21][C:22]1[CH:27]=[CH:26][CH:25]=[CH:24][C:23]=1B(O)O.[O-]P([O-])([O-])=O.[K+].[K+].[K+].C1(P(C2CCCCC2)C2C=CC=CC=2C2C=CC=CC=2C)CCCCC1. Product: [Cl:21][C:22]1[CH:27]=[CH:26][CH:25]=[CH:24][C:23]=1[C:10]1[C:11]2[C:16](=[CH:15][C:14]([N+:17]([O-:19])=[O:18])=[CH:13][CH:12]=2)[NH:8][N:9]=1. The catalyst class is: 101. (2) Reactant: [OH:1][C:2]1[C:3](=[O:21])[CH:4]=[C:5]([OH:20])[C:6](=[O:19])[C:7]=1[CH2:8][CH2:9][CH2:10][CH2:11][CH2:12][CH2:13][CH2:14][CH2:15][CH2:16][CH2:17][CH3:18].N1[CH:27]=[CH:26][CH:25]=[CH:24][CH:23]=1.[C:28]1([CH3:37])[CH:33]=[CH:32][CH:31]=[C:30]([C:34](Cl)=[O:35])[CH:29]=1. Product: [CH3:23][C:24]1[CH:6]=[C:7]([C:2]([O:19][C:6]2[C:5](=[O:20])[CH:4]=[C:3]([O:21][C:34]([C:30]3[CH:31]=[CH:32][CH:33]=[C:28]([CH3:37])[CH:29]=3)=[O:35])[C:2](=[O:1])[C:7]=2[CH2:8][CH2:9][CH2:10][CH2:11][CH2:12][CH2:13][CH2:14][CH2:15][CH2:16][CH2:17][CH3:18])=[O:1])[CH:27]=[CH:26][CH:25]=1. The catalyst class is: 4.